Dataset: Full USPTO retrosynthesis dataset with 1.9M reactions from patents (1976-2016). Task: Predict the reactants needed to synthesize the given product. Given the product [CH:1]([C:4]1[C:8]([CH2:9][CH2:10][C:11]([O:13][CH2:14][CH3:15])=[O:12])=[CH:7][N:6]([C:16]2[CH:17]=[CH:18][C:19]([C:22]([F:24])([F:25])[F:23])=[CH:20][CH:21]=2)[N:5]=1)([CH3:2])[CH3:3], predict the reactants needed to synthesize it. The reactants are: [CH:1]([C:4]1[C:8](/[CH:9]=[CH:10]/[C:11]([O:13][CH2:14][CH3:15])=[O:12])=[CH:7][N:6]([C:16]2[CH:21]=[CH:20][C:19]([C:22]([F:25])([F:24])[F:23])=[CH:18][CH:17]=2)[N:5]=1)([CH3:3])[CH3:2].